Dataset: Catalyst prediction with 721,799 reactions and 888 catalyst types from USPTO. Task: Predict which catalyst facilitates the given reaction. (1) Reactant: [Cl:1][C:2]1[C:3]([F:33])=[C:4]([CH:8]2[C:12]([C:15]3[CH:20]=[CH:19][C:18]([Cl:21])=[CH:17][C:16]=3[F:22])([C:13]#[N:14])[CH:11]([CH2:23][C:24]([CH3:29])([CH3:28])[CH2:25][CH2:26][OH:27])[NH:10][CH:9]2[C:30]([OH:32])=O)[CH:5]=[CH:6][CH:7]=1.[NH2:34][C:35]1[CH:39]=[CH:38][N:37]([CH2:40][C:41]([CH3:44])([OH:43])[CH3:42])[N:36]=1.CN(C(ON1N=NC2C=CC=NC1=2)=[N+](C)C)C.F[P-](F)(F)(F)(F)F.CCN(C(C)C)C(C)C. Product: [OH:43][C:41]([CH3:44])([CH3:42])[CH2:40][N:37]1[CH:38]=[CH:39][C:35]([NH:34][C:30]([CH:9]2[CH:8]([C:4]3[CH:5]=[CH:6][CH:7]=[C:2]([Cl:1])[C:3]=3[F:33])[C:12]([C:15]3[CH:20]=[CH:19][C:18]([Cl:21])=[CH:17][C:16]=3[F:22])([C:13]#[N:14])[CH:11]([CH2:23][C:24]([CH3:29])([CH3:28])[CH2:25][CH2:26][OH:27])[NH:10]2)=[O:32])=[N:36]1. The catalyst class is: 2. (2) Reactant: [C:1]([O:4][C:5]1[CH:10]=[CH:9][C:8]([N+:11]([O-:13])=[O:12])=[C:7]([O:14]C(=O)C)[CH:6]=1)(=[O:3])[CH3:2].[Cl-].[Al+3].[Cl-].[Cl-].O. Product: [C:1]([O:4][C:5]1[CH:10]=[CH:9][C:8]([N+:11]([O-:13])=[O:12])=[C:7]([OH:14])[CH:6]=1)(=[O:3])[CH3:2]. The catalyst class is: 22. (3) The catalyst class is: 10. Reactant: [CH3:1][C:2]1[O:10][C:9]2[CH:8]=[CH:7][N:6]=[CH:5][C:4]=2[CH:3]=1.[NH2:11][O:12][C:13]1[CH:18]=[CH:17][C:16]([N+:19]([O-:21])=[O:20])=[CH:15][C:14]=1[N+:22]([O-:24])=[O:23].C(OCC)C. Product: [N+:22]([C:14]1[CH:15]=[C:16]([N+:19]([O-:21])=[O:20])[CH:17]=[CH:18][C:13]=1[O-:12])([O-:24])=[O:23].[NH2:11][N+:6]1[CH:7]=[CH:8][C:9]2[O:10][C:2]([CH3:1])=[CH:3][C:4]=2[CH:5]=1. (4) Reactant: Br[C:2]1[CH:21]=[CH:20][C:5]([O:6][CH2:7][CH2:8][CH:9]2[CH2:12][CH:11]([O:13][CH:14]3[CH2:19][CH2:18][CH2:17][CH2:16][O:15]3)[CH2:10]2)=[CH:4][CH:3]=1.[B:22]1([B:22]2[O:26][C:25]([CH3:28])([CH3:27])[C:24]([CH3:30])([CH3:29])[O:23]2)[O:26][C:25]([CH3:28])([CH3:27])[C:24]([CH3:30])([CH3:29])[O:23]1.C([O-])(=O)C.[K+]. Product: [CH3:29][C:24]1([CH3:30])[C:25]([CH3:28])([CH3:27])[O:26][B:22]([C:2]2[CH:21]=[CH:20][C:5]([O:6][CH2:7][CH2:8][CH:9]3[CH2:12][CH:11]([O:13][CH:14]4[CH2:19][CH2:18][CH2:17][CH2:16][O:15]4)[CH2:10]3)=[CH:4][CH:3]=2)[O:23]1. The catalyst class is: 644. (5) Reactant: F[C:2]1[CH:3]=[C:4]([CH3:11])[CH:5]=[CH:6][C:7]=1[N+:8]([O-:10])=[O:9].[Br:12][C:13]1[CH:20]=[CH:19][C:16]([CH2:17][NH2:18])=[CH:15][CH:14]=1. Product: [Br:12][C:13]1[CH:20]=[CH:19][C:16]([CH2:17][NH:18][C:2]2[CH:3]=[C:4]([CH3:11])[CH:5]=[CH:6][C:7]=2[N+:8]([O-:10])=[O:9])=[CH:15][CH:14]=1. The catalyst class is: 14. (6) Reactant: [C:1]([C:3]1[CH:8]=[CH:7][C:6]([CH:9]2[CH2:14][CH2:13][N:12]([C:15]([C:17]3[C:18]([CH2:29][CH3:30])=[CH:19][C:20]([CH2:27][CH3:28])=[C:21]([CH:26]=3)[C:22]([NH:24][NH2:25])=[O:23])=[O:16])[CH2:11][CH2:10]2)=[CH:5][CH:4]=1)#[N:2].O.C(=O)(O)[O-].[Na+].Br[C:38]#[N:39]. Product: [NH2:39][C:38]1[O:23][C:22]([C:21]2[C:20]([CH2:27][CH3:28])=[CH:19][C:18]([CH2:29][CH3:30])=[C:17]([CH:26]=2)[C:15]([N:12]2[CH2:13][CH2:14][CH:9]([C:6]3[CH:5]=[CH:4][C:3]([C:1]#[N:2])=[CH:8][CH:7]=3)[CH2:10][CH2:11]2)=[O:16])=[N:24][N:25]=1. The catalyst class is: 12. (7) Reactant: O[C@@:2]1([C:16]2[S:17][C:18]([C:21]3[CH:26]=[C:25]([CH3:27])[CH:24]=[C:23]([NH:28][C:29]4[CH:34]=[C:33]([C:35]([F:38])([F:37])[F:36])[CH:32]=[CH:31][N:30]=4)[N:22]=3)=[CH:19][N:20]=2)[CH2:11][CH2:10][CH2:9][C:8]2[CH:7]=[C:6]([C:12]([O:14][CH3:15])=[O:13])[CH:5]=[CH:4][C:3]1=2.[N-:39]=[N+:40]=[N-:41].[Na+].C(O)(C(F)(F)F)=O. Product: [N:39]([C:2]1([C:16]2[S:17][C:18]([C:21]3[CH:26]=[C:25]([CH3:27])[CH:24]=[C:23]([NH:28][C:29]4[CH:34]=[C:33]([C:35]([F:38])([F:37])[F:36])[CH:32]=[CH:31][N:30]=4)[N:22]=3)=[CH:19][N:20]=2)[CH2:11][CH2:10][CH2:9][C:8]2[CH:7]=[C:6]([C:12]([O:14][CH3:15])=[O:13])[CH:5]=[CH:4][C:3]1=2)=[N+:40]=[N-:41]. The catalyst class is: 2. (8) Reactant: [CH2:1]([O:8][C:9]([N:11]1[CH2:15][CH2:14][CH2:13][CH:12]1[C:16](=[O:32])[NH:17][C:18]1[S:19][CH:20]=[C:21]([C:23]2[CH:28]=[CH:27][CH:26]=[CH:25][C:24]=2C(O)=O)[N:22]=1)=[O:10])[C:2]1[CH:7]=[CH:6][CH:5]=[CH:4][CH:3]=1.C[N:34]([C:36]([O:40]N1N=NC2C=CC=NC1=2)=[N+](C)C)C.F[P-](F)(F)(F)(F)F.CCN(C(C)C)C(C)C.[C:66]([O:70][C:71]([N:73]1[CH2:78][CH2:77][CH2:76][CH:75](N)[CH2:74]1)=[O:72])([CH3:69])([CH3:68])[CH3:67]. Product: [C:66]([O:70][C:71]([N:73]1[CH2:74][CH2:75][CH:76]([NH:34][C:36](=[O:40])[C:26]2[CH:25]=[CH:24][C:23]([C:21]3[N:22]=[C:18]([NH:17][C:16]([CH:12]4[CH2:13][CH2:14][CH2:15][N:11]4[C:9]([O:8][CH2:1][C:2]4[CH:7]=[CH:6][CH:5]=[CH:4][CH:3]=4)=[O:10])=[O:32])[S:19][CH:20]=3)=[CH:28][CH:27]=2)[CH2:77][CH2:78]1)=[O:72])([CH3:67])([CH3:68])[CH3:69]. The catalyst class is: 3. (9) Reactant: C([N-]C(C)C)(C)C.[Li+].[CH:9]1([C:15]([O:17]C)=O)[CH2:14][CH2:13][CH2:12][CH2:11][CH2:10]1.I[CH2:20][CH:21]([CH3:23])[CH3:22]. Product: [CH2:20]([C:9]1([CH2:15][OH:17])[CH2:10][CH2:11][CH2:12][CH2:13][CH2:14]1)[CH:21]([CH3:23])[CH3:22]. The catalyst class is: 7.